This data is from Forward reaction prediction with 1.9M reactions from USPTO patents (1976-2016). The task is: Predict the product of the given reaction. (1) Given the reactants [Br:1][C:2]1[CH:7]=[CH:6][C:5]([NH:8][C:9](=[NH:18])[C:10]2[CH:15]=[CH:14][C:13]([Cl:16])=[CH:12][C:11]=2[Cl:17])=[CH:4][CH:3]=1.Br[CH:20]([CH3:28])[C:21](=O)[C:22]([O:24][CH2:25][CH3:26])=[O:23].C([O-])([O-])=O.[Na+].[Na+], predict the reaction product. The product is: [Br:1][C:2]1[CH:3]=[CH:4][C:5]([N:8]2[C:20]([CH3:28])=[C:21]([C:22]([O:24][CH2:25][CH3:26])=[O:23])[N:18]=[C:9]2[C:10]2[CH:15]=[CH:14][C:13]([Cl:16])=[CH:12][C:11]=2[Cl:17])=[CH:6][CH:7]=1. (2) Given the reactants C(OC([N:8]1[CH2:13][CH2:12][N:11]([C:14](=[O:42])[CH2:15][S:16][C:17]2[S:21][C:20]([NH:22][C:23](=[O:41])[C@@H:24]([C:31]3[CH:36]=[CH:35][C:34]([S:37]([CH3:40])(=[O:39])=[O:38])=[CH:33][CH:32]=3)[CH2:25][CH:26]3[CH2:30][CH2:29][CH2:28][CH2:27]3)=[N:19][CH:18]=2)[CH2:10][CH2:9]1)=O)(C)(C)C, predict the reaction product. The product is: [CH:26]1([CH2:25][C@H:24]([C:31]2[CH:32]=[CH:33][C:34]([S:37]([CH3:40])(=[O:39])=[O:38])=[CH:35][CH:36]=2)[C:23]([NH:22][C:20]2[S:21][C:17]([S:16][CH2:15][C:14](=[O:42])[N:11]3[CH2:12][CH2:13][NH:8][CH2:9][CH2:10]3)=[CH:18][N:19]=2)=[O:41])[CH2:30][CH2:29][CH2:28][CH2:27]1. (3) Given the reactants [OH:1][CH:2]1[CH2:6][CH2:5][CH2:4][C:3]1([CH2:12][CH2:13][CH3:14])[C:7]([O:9][CH2:10][CH3:11])=[O:8].C(Cl)Cl.[C:18](Cl)(=[O:25])[C:19]1[CH:24]=[CH:23][CH:22]=[CH:21][CH:20]=1, predict the reaction product. The product is: [CH2:12]([C:3]1([C:7]([O:9][CH2:10][CH3:11])=[O:8])[CH2:4][CH2:5][CH2:6][CH:2]1[O:1][C:18](=[O:25])[C:19]1[CH:24]=[CH:23][CH:22]=[CH:21][CH:20]=1)[CH2:13][CH3:14].